From a dataset of Forward reaction prediction with 1.9M reactions from USPTO patents (1976-2016). Predict the product of the given reaction. Given the reactants [NH2:1][C:2]1[C:3]([C:8]([OH:10])=O)=[N:4][CH:5]=[CH:6][CH:7]=1.[F:11][C:12]1[C:13]([CH2:18][O:19][C:20]2[CH:21]=[CH:22][C:23]([CH3:27])=[C:24]([CH:26]=2)[NH2:25])=[N:14][CH:15]=[CH:16][CH:17]=1.CCN=C=NCCCN(C)C.C1C=CC2N(O)N=NC=2C=1, predict the reaction product. The product is: [NH2:1][C:2]1[C:3]([C:8]([NH:25][C:24]2[CH:26]=[C:20]([O:19][CH2:18][C:13]3[C:12]([F:11])=[CH:17][CH:16]=[CH:15][N:14]=3)[CH:21]=[CH:22][C:23]=2[CH3:27])=[O:10])=[N:4][CH:5]=[CH:6][CH:7]=1.